Dataset: Forward reaction prediction with 1.9M reactions from USPTO patents (1976-2016). Task: Predict the product of the given reaction. (1) The product is: [CH2:19]([O:21][C:22]([CH:24]1[CH2:28][CH:27]([OH:29])[CH2:26][N:25]1[C:15](=[O:17])[CH2:14][CH2:13][NH:12][C:10](=[O:11])[CH2:9][CH2:8][CH2:7][C:1]1[CH:2]=[CH:3][CH:4]=[CH:5][CH:6]=1)=[O:23])[CH3:20]. Given the reactants [C:1]1([CH2:7][CH2:8][CH2:9][C:10]([NH:12][CH2:13][CH2:14][C:15]([OH:17])=O)=[O:11])[CH:6]=[CH:5][CH:4]=[CH:3][CH:2]=1.Cl.[CH2:19]([O:21][C:22]([CH:24]1[CH2:28][CH:27]([OH:29])[CH2:26][NH:25]1)=[O:23])[CH3:20].CCN(CC)CC.CN(C(ON1N=NC2C=CC=CC1=2)=[N+](C)C)C.F[P-](F)(F)(F)(F)F, predict the reaction product. (2) Given the reactants Br[C:2]1[N:3]([CH2:21][CH2:22][C:23]([O:25][CH2:26][CH3:27])=[O:24])[C:4]2[C:9]([C:10]=1[CH:11]1[CH2:16][CH2:15][CH2:14][CH2:13][CH2:12]1)=[CH:8][CH:7]=[C:6]([C:17]([O:19][CH3:20])=[O:18])[CH:5]=2.[Cl:28][C:29]1[CH:30]=[CH:31][C:32](B2OC(C)(C)C(C)(C)O2)=[C:33]([NH2:35])[CH:34]=1.[Cl-].[Li+].C(=O)([O-])[O-].[Na+].[Na+].[Cl-].[NH4+], predict the reaction product. The product is: [NH2:35][C:33]1[CH:34]=[C:29]([Cl:28])[CH:30]=[CH:31][C:32]=1[C:2]1[N:3]([CH2:21][CH2:22][C:23]([O:25][CH2:26][CH3:27])=[O:24])[C:4]2[C:9]([C:10]=1[CH:11]1[CH2:12][CH2:13][CH2:14][CH2:15][CH2:16]1)=[CH:8][CH:7]=[C:6]([C:17]([O:19][CH3:20])=[O:18])[CH:5]=2. (3) Given the reactants C(P(=O)([O:7][CH2:8][CH3:9])OCC)#N.NC([C:14]1[CH:15]=[C:16]([CH:20]=[C:21]([C:23]([N:25]([CH2:29][CH2:30][CH3:31])[CH2:26][CH2:27][CH3:28])=[O:24])[CH:22]=1)[C:17](O)=O)=O.FC(F)(F)C(O)=O.[NH2:39][C@@H:40]([CH2:54][C:55]1[CH:60]=[C:59](F)[CH:58]=[C:57](F)[CH:56]=1)[C@H:41]([OH:53])[CH2:42][NH:43][CH2:44][C:45]1[CH:50]=[CH:49][CH:48]=[C:47]([O:51][CH3:52])[CH:46]=1.C(N(CC)CC)C, predict the reaction product. The product is: [CH2:54]([C@H:40]([NH:39][C:8](=[O:7])[C:9]1[CH:17]=[C:16]([CH2:15][CH3:14])[CH:20]=[C:21]([C:23]([N:25]([CH2:29][CH2:30][CH3:31])[CH2:26][CH2:27][CH3:28])=[O:24])[CH:22]=1)[C@H:41]([OH:53])[CH2:42][NH:43][CH2:44][C:45]1[CH:50]=[CH:49][CH:48]=[C:47]([O:51][CH3:52])[CH:46]=1)[C:55]1[CH:60]=[CH:59][CH:58]=[CH:57][CH:56]=1. (4) Given the reactants Cl[C:2]1[C:14]2[N:13]3[C:8]([C:9]([C:15]4[C:20]([CH3:21])=[CH:19][C:18]([CH3:22])=[CH:17][C:16]=4[CH3:23])=[CH:10][CH:11]=[CH:12]3)=[CH:7][C:6]=2[N:5]=[C:4]([CH3:24])[N:3]=1.[CH2:25]([NH2:28])[CH2:26][NH2:27].CCOC(C)=O, predict the reaction product. The product is: [NH2:27][CH2:26][CH2:25][NH:28][C:2]1[C:14]2[N:13]3[C:8]([C:9]([C:15]4[C:20]([CH3:21])=[CH:19][C:18]([CH3:22])=[CH:17][C:16]=4[CH3:23])=[CH:10][CH:11]=[CH:12]3)=[CH:7][C:6]=2[N:5]=[C:4]([CH3:24])[N:3]=1. (5) Given the reactants F[C:2]1[C:7]([C:8]([OH:10])=O)=[CH:6][CH:5]=[C:4]([F:11])[N:3]=1.Cl.[F:13][C:14]1[CH:19]=[CH:18][C:17]([CH2:20][CH2:21][CH2:22][CH2:23][C:24]([NH2:26])=[NH:25])=[CH:16][CH:15]=1, predict the reaction product. The product is: [F:11][C:4]1[CH:5]=[CH:6][C:7]2[C:8](=[O:10])[NH:26][C:24]([CH2:23][CH2:22][CH2:21][CH2:20][C:17]3[CH:16]=[CH:15][C:14]([F:13])=[CH:19][CH:18]=3)=[N:25][C:2]=2[N:3]=1.